This data is from Forward reaction prediction with 1.9M reactions from USPTO patents (1976-2016). The task is: Predict the product of the given reaction. Given the reactants [CH:1]1[CH:6]=[CH:5][C:4]([CH2:7][O:8][C:9]([NH:11][CH2:12][C:13]([OH:15])=[O:14])=[O:10])=[CH:3][CH:2]=1.[CH3:16][O:17][CH:18]([O:21][CH3:22])[CH2:19]Br.C([O-])([O-])=O.[Cs+].[Cs+].O, predict the reaction product. The product is: [CH3:16][O:17][CH:18]([O:21][CH3:22])[CH2:19][N:11]([C:9]([O:8][CH2:7][C:4]1[CH:5]=[CH:6][CH:1]=[CH:2][CH:3]=1)=[O:10])[CH2:12][C:13]([OH:15])=[O:14].